From a dataset of Experimentally validated miRNA-target interactions with 360,000+ pairs, plus equal number of negative samples. Binary Classification. Given a miRNA mature sequence and a target amino acid sequence, predict their likelihood of interaction. (1) The miRNA is hsa-miR-4777-3p with sequence AUACCUCAUCUAGAAUGCUGUA. The protein sequence of the target gene is MAMARLGSWLGEAQWLALVSLFVAALATVGLYLAQWALARARPQPQRRAVEPGEGPRPGSDALLSWILTLGSWRSQWQAAWVTALNEEAERKGGPPFLSFEEDPRQQALELVVQEVSSVLRSAEEKVVVCHVVGQAIQFLVSETPALGAGCRLYDMRLSPFHLQLEFHMKEKREDLQISWSFISVPEMAVNIQPKALGEDQVAETSAMSDVLKDILKHLAGSASPSVVLITKPTTVKEAQNLQCAASTAQESCPPKPPRAHELKLLVRNIHVLLLSEPGASGHINAVCVVQLNDPVQRFS.... Result: 0 (no interaction). (2) The miRNA is hsa-miR-8089 with sequence CCUGGGGACAGGGGAUUGGGGCAG. The protein sequence of the target gene is MADPGMMSLFGEDGNIFSEGLEGLGECGYPENPVNPMGQQMPIDQGFASLQPSLHHPSTNQNQTKLTHFDHYNQYEQQKMHLMDQPNRMMSNTPGNGLASPHSQYHTPPVPQVPHGGSGGGQMGVYPGMQNERHGQSFVDSSSMWGPRAVQVPDQIRAPYQQQQPQPQPPQPAPSGPPAQGHPQHMQQMGSYMARGDFSMQQHGQPQQRMSQFSQGQEGLNQGNPFIATSGPGHLSHVPQQSPSMAPSLRHSVQQFHHHPSTALHGESVAHSPRFSPNPPQQGAVRPQTLNFSSRSQTVP.... Result: 1 (interaction). (3) The miRNA is mmu-miR-129-2-3p with sequence AAGCCCUUACCCCAAAAAGCAU. The protein sequence of the target gene is MAANPSGQGFQNKNRVAILAELDKEKRKLLMQNQSSTSHPGASISLSRPSLTKDFRDHAEQQHIAAQQKAALQHAHAHSSGYFITQDSAFGNLILPVLPRLDPE. Result: 1 (interaction). (4) The miRNA is hsa-miR-519d-5p with sequence CCUCCAAAGGGAAGCGCUUUCUGUU. The protein sequence of the target gene is MEPLCPLLLVGFSLPLARALRGNETTADSNETTTTSGPPDPGASQPLLAWLLLPLLLLLLVLLLAAYFFRFRKQRKAVVSTSDKKMPNGILEEQEQQRVMLLSRSPSGPKKYFPIPVEHLEEEIRIRSADDCKQFREEFNSLPSGHIQGTFELANKEENREKNRYPNILPNDHSRVILSQLDGIPCSDYINASYIDGYKEKNKFIAAQGPKQETVNDFWRMVWEQKSATIVMLTNLKERKEEKCHQYWPDQGCWTYGNIRVCVEDCVVLVDYTIRKFCIQPQLPDGCKAPRLVSQLHFTS.... Result: 0 (no interaction). (5) The protein sequence of the target gene is MESVALYSFQATESDELAFNKGDTLKILNMEDDQNWYKAELRGAEGFVPKNYIRVKPHPWYSGRISRQLAEETLMKRNHLGAFLIRESESSPGEFSVSVNYGDQVQHFKVLREASGKYFLWEEKFNSLNELVDFYRTTTIAKRRQIFLCDEQPLIKPSRACFAQAQFDFSAQDPSQLSLRRGDIVEVVEREDPHWWRGRAGGRLGFFPRSYVQPVHL. The miRNA is mmu-miR-485-5p with sequence AGAGGCUGGCCGUGAUGAAUUC. Result: 0 (no interaction). (6) The miRNA is hsa-let-7e-5p with sequence UGAGGUAGGAGGUUGUAUAGUU. The protein sequence of the target gene is MPDPAKSAPAPKKGSKKAVTKVQKKDGKKRKRSRKESYSVYVYKVLKQVHPDTGISSKAMGIMNSFVNDIFERIAGEASRLAHYNKRSTITSREIQTAVRLLLPGELAKHAVSEGTKAVTKYTSSK. Result: 1 (interaction). (7) The miRNA is hsa-miR-502-5p with sequence AUCCUUGCUAUCUGGGUGCUA. The protein sequence of the target gene is MGEGGAAAALVAAAAAAAAAAAAVVAGQRRRRLGRRARCHGPGRAAGGKMSKPCAVEAAAAAVAATAPGPEMVERRGPGRPRTDGENVFTGQSKIYSYMSPNKCSGMRFPLQEENSVTHHEVKCQGKPLAGIYRKREEKRNAGNAVRSAMKSEEQKIKDARKGPLVPFPNQKSEAAEPPKTPPSSCDSTNAAIAKQALKKPIKGKQAPRKKAQGKTQQNRKLTDFYPVRRSSRKSKAELQSEERKRIDELIESGKEEGMKIDLIDGKGRGVIATKQFSRGDFVVEYHGDLIEITDAKKRE.... Result: 1 (interaction). (8) The miRNA is mmu-miR-30e-5p with sequence UGUAAACAUCCUUGACUGGAAG. The protein sequence of the target gene is MGDTWAQLPWPGPPHSALLLVFFLLAAGVMHSDAGTSCPVLCTCRNQVVDCSNQRLFSVPPDLPMDTRNLSLAHNRIAAVPPGYLTCYMELRVLDLRNNSLMELPPGLFLHAKRLAHLDLSYNNLSHVPADMFREAHGLVHIDLSHNPWLRRVHPQAFQGLVHLRDLDLSYGGLAFLSLEALEGLPGLVTLQIGGNPWVCGCTMEPLLKWLRNRIQRCTADSQLAECRGPPEVEGAPLFSLTEESFKACHLTLTLDDYLFIAFVGFVVSIASVATNFLLGITANCCHRWSKANEEEEI. Result: 1 (interaction). (9) The miRNA is hsa-miR-372-3p with sequence AAAGUGCUGCGACAUUUGAGCGU. The protein sequence of the target gene is MEEPEMQLKGKKVTDKFTESVYVLANEPSVALYRLQEHVRRSLPELAQHKADMQRWEEQSQGAIYTVEYACSAVKSLVDSSVYFRSVEGLLKQAISIRDHMNTSAQGHSQEKLSPPPSLA. Result: 0 (no interaction). (10) The miRNA is hsa-miR-876-3p with sequence UGGUGGUUUACAAAGUAAUUCA. The protein sequence of the target gene is MSRKASEDVEYTLRSLSSLMGERRRRQPEPGAPGGERSLLAAESAASLQGAELERAARRQFQRDETPAFVYAAAAFSALGGFLFGYDTGVVSGAMLLLRRQMRLGAMWQELLVSGAVGAAAVAALAGGALNGALGRRSAILLASALCTVGSAVLAAAANKETLLAGRLVVGLGIGIASMTVPVYIAEVSPPNLRGRLVTINTLFITGGQFFASVVDGAFSYLQKDGWRYMLGLAAIPAVIQFLGFLFLPESPRWLIQKGQTQKARRILSQMRGNQTIDEEYDSIRNSIEEEEKEATAAGP.... Result: 0 (no interaction).